From a dataset of Full USPTO retrosynthesis dataset with 1.9M reactions from patents (1976-2016). Predict the reactants needed to synthesize the given product. (1) Given the product [CH3:7][S:8]([O:16][CH2:15][C:14]([CH2:19][Br:20])([CH2:17][O:18][S:8]([CH3:7])(=[O:10])=[O:9])[CH2:13][Br:12])(=[O:10])=[O:9], predict the reactants needed to synthesize it. The reactants are: N1C=CC=CC=1.[CH3:7][S:8](Cl)(=[O:10])=[O:9].[Br:12][CH2:13][C:14]([CH2:19][Br:20])([CH2:17][OH:18])[CH2:15][OH:16]. (2) The reactants are: [Si:1]([O:8][C@@H:9]1[C@H:13]([CH2:14][CH3:15])[NH:12][C:11](=[O:16])[CH2:10]1)([C:4]([CH3:7])([CH3:6])[CH3:5])([CH3:3])[CH3:2].[Cl:17][C:18]1[C:25]([CH3:26])=[C:24](I)[CH:23]=[CH:22][C:19]=1[C:20]#[N:21].C(=O)([O-])[O-].[Cs+].[Cs+].C1(P(C2C=CC=CC=2)C2C3OC4C(=CC=CC=4P(C4C=CC=CC=4)C4C=CC=CC=4)C(C)(C)C=3C=CC=2)C=CC=CC=1. Given the product [Si:1]([O:8][C@H:9]1[CH2:10][C:11](=[O:16])[N:12]([C:24]2[CH:23]=[CH:22][C:19]([C:20]#[N:21])=[C:18]([Cl:17])[C:25]=2[CH3:26])[C@H:13]1[CH2:14][CH3:15])([C:4]([CH3:7])([CH3:6])[CH3:5])([CH3:3])[CH3:2], predict the reactants needed to synthesize it.